This data is from Forward reaction prediction with 1.9M reactions from USPTO patents (1976-2016). The task is: Predict the product of the given reaction. (1) Given the reactants [CH:1]1([C:8]#[N:9])[CH:7]=[CH:6][CH:5]=[CH:4][CH:3]=[CH:2]1.[OH-].[Na+].[CH3:12][NH2:13], predict the reaction product. The product is: [CH3:12][N:13]1[CH:5]2[CH2:4][CH2:3][CH:2]1[C:1]([C:8]#[N:9])=[CH:7][CH2:6]2. (2) Given the reactants [Cl:1][C:2]1[CH:29]=[C:28]([NH:30][CH3:31])[CH:27]=[CH:26][C:3]=1[CH2:4][N:5]1[C:9]2=[N:10][C:11]([C:14](=[O:24])[NH:15][S:16]([CH2:19][CH2:20][CH2:21][CH2:22][CH3:23])(=[O:18])=[O:17])=[CH:12][CH:13]=[C:8]2[N:7]=[C:6]1[CH3:25].CO.[CH:34](=O)[CH3:35].C([BH3-])#N.[Na+], predict the reaction product. The product is: [Cl:1][C:2]1[CH:29]=[C:28]([N:30]([CH2:34][CH3:35])[CH3:31])[CH:27]=[CH:26][C:3]=1[CH2:4][N:5]1[C:9]2=[N:10][C:11]([C:14](=[O:24])[NH:15][S:16]([CH2:19][CH2:20][CH2:21][CH2:22][CH3:23])(=[O:18])=[O:17])=[CH:12][CH:13]=[C:8]2[N:7]=[C:6]1[CH3:25]. (3) Given the reactants C1(C)C=CC(S([N:10]([CH2:20][CH2:21][N:22](S(C2C=CC(C)=CC=2)(=O)=O)[CH2:23][CH2:24][N:25](S(C2C=CC(C)=CC=2)(=O)=O)[CH2:26][CH2:27][CH2:28][CH2:29][CH2:30][CH2:31][CH2:32][CH2:33][CH2:34][N:35](S(C2C=CC(C)=CC=2)(=O)=O)[CH2:36][CH2:37][N:38](S(C2C=CC(C)=CC=2)(=O)=O)[CH2:39][CH2:40][N:41](S(C2C=CC(C)=CC=2)(=O)=O)[CH2:42][CH3:43])[CH2:11][CH2:12][O:13][CH2:14][CH2:15][O:16][CH2:17][CH2:18][OH:19])(=O)=O)=CC=1.[Na+].[Na+].P(=O)(O)([O-])[O-], predict the reaction product. The product is: [CH2:18]([OH:19])[CH2:17][O:16][CH2:15][CH2:14][O:13][CH2:12][CH2:11][NH:10][CH2:20][CH2:21][NH:22][CH2:23][CH2:24][NH:25][CH2:26][CH2:27][CH2:28][CH2:29][CH2:30][CH2:31][CH2:32][CH2:33][CH2:34][NH:35][CH2:36][CH2:37][NH:38][CH2:39][CH2:40][NH:41][CH2:42][CH3:43]. (4) Given the reactants C[O:2][C:3](=[O:32])[CH2:4][O:5][C:6]1[CH:15]=[CH:14][C:13]([F:16])=[C:12]2[C:7]=1[C:8]([O:28][CH:29]([F:31])[F:30])=[C:9]([CH2:19][C:20]1[CH:25]=[CH:24][C:23]([C:26]#[N:27])=[CH:22][CH:21]=1)[C:10]([CH2:17][CH3:18])=[N:11]2.[OH-].[Li+], predict the reaction product. The product is: [C:26]([C:23]1[CH:22]=[CH:21][C:20]([CH2:19][C:9]2[C:10]([CH2:17][CH3:18])=[N:11][C:12]3[C:7]([C:8]=2[O:28][CH:29]([F:31])[F:30])=[C:6]([O:5][CH2:4][C:3]([OH:32])=[O:2])[CH:15]=[CH:14][C:13]=3[F:16])=[CH:25][CH:24]=1)#[N:27].